From a dataset of Peptide-MHC class II binding affinity with 134,281 pairs from IEDB. Regression. Given a peptide amino acid sequence and an MHC pseudo amino acid sequence, predict their binding affinity value. This is MHC class II binding data. (1) The peptide sequence is QVPSASMGRDIKVQF. The MHC is HLA-DQA10201-DQB10202 with pseudo-sequence HLA-DQA10201-DQB10202. The binding affinity (normalized) is 0.112. (2) The peptide sequence is VAISRYLGKQFGLSG. The MHC is DRB3_0202 with pseudo-sequence DRB3_0202. The binding affinity (normalized) is 0.365. (3) The peptide sequence is RNGGEIGAVALDYPS. The MHC is DRB1_1301 with pseudo-sequence DRB1_1301. The binding affinity (normalized) is 0. (4) The peptide sequence is AAGAATTAAGAASGA. The MHC is HLA-DQA10201-DQB10202 with pseudo-sequence HLA-DQA10201-DQB10202. The binding affinity (normalized) is 0.344. (5) The peptide sequence is SGTVDFDEFMEMMTG. The MHC is DRB1_1101 with pseudo-sequence DRB1_1101. The binding affinity (normalized) is 0.216.